This data is from Full USPTO retrosynthesis dataset with 1.9M reactions from patents (1976-2016). The task is: Predict the reactants needed to synthesize the given product. (1) Given the product [CH:29]([NH:28][C@@H:16]1[CH2:17][CH:18]2[C@:23]([CH3:24])([CH2:22][CH2:47][C:48](=[O:51])[CH2:19]2)[C@@H:25]2[C@@H:15]1[C@H:6]1[C@@:4]([CH2:27][CH2:26]2)([CH3:5])[C:3](=[O:12])[CH2:8][CH2:7]1)=[O:30], predict the reactants needed to synthesize it. The reactants are: C1CO[C:8]23OCC[O:12][C:3]2([C@:4]2([CH2:27][CH2:26][C@H:25]4[C@@H:15]([C@H:16]([NH:28][CH:29]=[O:30])[CH2:17][CH:18]5[C@:23]4([CH3:24])[CH2:22]CC[CH2:19]5)[C@@H:6]2[CH2:7]3)[CH3:5])O1.C([C@@H]1C2[C@](C)(C[CH2:47][C:48](=[O:51])C2)[C@@H]2[C@H]([C@H]3[C@@](CC2)(C)C(=O)CC3)C1)#N. (2) Given the product [O:48]1[C:52]2[CH:53]=[CH:54][CH:55]=[CH:56][C:51]=2[N:50]=[C:49]1[C:57]([NH:59][C:60]1[CH:75]=[CH:74][C:73]([C:76]#[N:77])=[CH:72][C:61]=1[C:62]([OH:64])=[O:63])=[O:58], predict the reactants needed to synthesize it. The reactants are: O1C2C=CC=CC=2N=C1C(OCC1C=CC=CC=1)=O.C(N(CC)CC)C.[H][H].NC1C=CC(C#N)=CC=1C(OCC1C=CC=CC=1)=O.[O:48]1[C:52]2[CH:53]=[CH:54][CH:55]=[CH:56][C:51]=2[N:50]=[C:49]1[C:57]([NH:59][C:60]1[CH:75]=[CH:74][C:73]([C:76]#[N:77])=[CH:72][C:61]=1[C:62]([O:64]CC1C=CC=CC=1)=[O:63])=[O:58]. (3) Given the product [CH:10]1([CH2:9][NH:8][C:4]2[N:3]=[C:2]([C:25]3[CH:26]=[CH:27][C:22]([CH2:21][NH:20][C:18]([O:17][C:13]([CH3:14])([CH3:16])[CH3:15])=[O:19])=[CH:23][CH:24]=3)[CH:7]=[CH:6][N:5]=2)[CH2:12][CH2:11]1, predict the reactants needed to synthesize it. The reactants are: Cl[C:2]1[CH:7]=[CH:6][N:5]=[C:4]([NH:8][CH2:9][CH:10]2[CH2:12][CH2:11]2)[N:3]=1.[C:13]([O:17][C:18]([NH:20][CH2:21][C:22]1[CH:27]=[CH:26][C:25](B(O)O)=[CH:24][CH:23]=1)=[O:19])([CH3:16])([CH3:15])[CH3:14].C(=O)([O-])[O-].[K+].[K+].[OH-].[Na+]. (4) Given the product [CH3:31][O:30][C:28]([C:27]1[C:26](=[O:33])[NH:1][C:2]2[N:7]=[CH:6][N:5]=[C:4]([NH:8][C:9]3[CH:10]=[CH:11][C:12]([NH:15][C:16](=[O:23])[C:17]4[CH:22]=[CH:21][CH:20]=[CH:19][CH:18]=4)=[CH:13][CH:14]=3)[C:3]=2[CH:24]=1)=[O:29], predict the reactants needed to synthesize it. The reactants are: [NH2:1][C:2]1[N:7]=[CH:6][N:5]=[C:4]([NH:8][C:9]2[CH:14]=[CH:13][C:12]([NH:15][C:16](=[O:23])[C:17]3[CH:22]=[CH:21][CH:20]=[CH:19][CH:18]=3)=[CH:11][CH:10]=2)[C:3]=1[CH:24]=O.[C:26]([O:33]C)(=O)[CH2:27][C:28]([O:30][CH3:31])=[O:29].N1CCCCC1. (5) Given the product [O:74]=[C:71]1[CH:72]=[CH:73][C:69](=[O:68])[N:70]1[CH2:75][CH2:76][CH2:77][CH2:78][CH2:79][C:80]([NH:82][C@H:83]([C:87]([NH:89][C@H:90]([C:98]([NH:100][C:101]1[CH:106]=[CH:105][C:104]([CH2:107][O:108][C:109](=[O:119])[N:110]([CH2:112][C:113]([CH3:117])([CH3:118])[CH2:114][N:115]([C:49]([O:16][C:8]2[CH:7]=[C:6]3[C:11]([C@H:3]([CH2:2][Cl:1])[CH2:4][N:5]3[C:17]([C:19]3[NH:20][C:21]4[C:26]([CH:27]=3)=[CH:25][C:24]([NH:28][C:29]([C:31]3[NH:32][C:33]5[C:38]([CH:39]=3)=[CH:37][C:36]([O:40][CH2:41][CH2:42][N:43]3[CH2:47][CH2:46][CH2:45][CH2:44]3)=[CH:35][CH:34]=5)=[O:30])=[CH:23][CH:22]=4)=[O:18])=[C:10]3[C:12]([CH3:15])=[CH:13][S:14][C:9]=23)=[O:50])[CH3:116])[CH3:111])=[CH:103][CH:102]=1)=[O:99])[CH2:91][CH2:92][CH2:93][NH:94][C:95](=[O:97])[NH2:96])=[O:88])[CH:84]([CH3:85])[CH3:86])=[O:81], predict the reactants needed to synthesize it. The reactants are: [Cl:1][CH2:2][C@H:3]1[C:11]2[C:6](=[CH:7][C:8]([OH:16])=[C:9]3[S:14][CH:13]=[C:12]([CH3:15])[C:10]3=2)[N:5]([C:17]([C:19]2[NH:20][C:21]3[C:26]([CH:27]=2)=[CH:25][C:24]([NH:28][C:29]([C:31]2[NH:32][C:33]4[C:38]([CH:39]=2)=[CH:37][C:36]([O:40][CH2:41][CH2:42][N:43]2[CH2:47][CH2:46][CH2:45][CH2:44]2)=[CH:35][CH:34]=4)=[O:30])=[CH:23][CH:22]=3)=[O:18])[CH2:4]1.Cl[C:49](OC1C=CC([N+]([O-])=O)=CC=1)=[O:50].C(N(CC)CC)C.[O:68]=[C:69]1[CH:73]=[CH:72][C:71](=[O:74])[N:70]1[CH2:75][CH2:76][CH2:77][CH2:78][CH2:79][C:80]([NH:82][C@H:83]([C:87]([NH:89][C@H:90]([C:98]([NH:100][C:101]1[CH:106]=[CH:105][C:104]([CH2:107][O:108][C:109](=[O:119])[N:110]([CH2:112][C:113]([CH3:118])([CH3:117])[CH2:114][NH:115][CH3:116])[CH3:111])=[CH:103][CH:102]=1)=[O:99])[CH2:91][CH2:92][CH2:93][NH:94][C:95](=[O:97])[NH2:96])=[O:88])[CH:84]([CH3:86])[CH3:85])=[O:81].